This data is from Reaction yield outcomes from USPTO patents with 853,638 reactions. The task is: Predict the reaction yield, written as a fraction of the theoretical maximum amount of product (1.0 means a 100% yield; for example, 0.34 means a 34% yield). (1) The reactants are Cl[C:2]1[N:7]=[C:6]([C:8]2[S:12][C:11]([C:13]([CH3:16])([CH3:15])[CH3:14])=[N:10][C:9]=2[C:17]2[C:18]([F:35])=[C:19]([NH:23][S:24]([C:27]3[C:32]([F:33])=[CH:31][CH:30]=[CH:29][C:28]=3[F:34])(=[O:26])=[O:25])[CH:20]=[CH:21][CH:22]=2)[CH:5]=[CH:4][N:3]=1.[OH-].[NH4+:37]. The catalyst is CCCCCCC. The product is [NH2:37][C:2]1[N:7]=[C:6]([C:8]2[S:12][C:11]([C:13]([CH3:16])([CH3:15])[CH3:14])=[N:10][C:9]=2[C:17]2[C:18]([F:35])=[C:19]([NH:23][S:24]([C:27]3[C:32]([F:33])=[CH:31][CH:30]=[CH:29][C:28]=3[F:34])(=[O:26])=[O:25])[CH:20]=[CH:21][CH:22]=2)[CH:5]=[CH:4][N:3]=1. The yield is 0.880. (2) The reactants are [F:1][C:2]1[CH:10]=[C:9]([C:11](=[NH:14])[NH:12][OH:13])[CH:8]=[CH:7][C:3]=1[C:4]([OH:6])=[O:5].[C:15](O[C:15]([C:17]([F:20])([F:19])[F:18])=O)([C:17]([F:20])([F:19])[F:18])=O. The catalyst is C1COCC1. The product is [F:1][C:2]1[CH:10]=[C:9]([C:11]2[N:14]=[C:15]([C:17]([F:20])([F:19])[F:18])[O:13][N:12]=2)[CH:8]=[CH:7][C:3]=1[C:4]([OH:6])=[O:5]. The yield is 0.950.